Dataset: Full USPTO retrosynthesis dataset with 1.9M reactions from patents (1976-2016). Task: Predict the reactants needed to synthesize the given product. (1) Given the product [CH3:14][O:15][C:16]1[CH:17]=[CH:18][CH:19]=[C:20]2[C:25]=1[CH2:24][CH:23]([NH:2][CH2:3][C:4]1[CH:5]=[CH:6][C:7]([C:8]([O:10][CH3:11])=[O:9])=[CH:12][CH:13]=1)[CH2:22][CH2:21]2, predict the reactants needed to synthesize it. The reactants are: Cl.[NH2:2][CH2:3][C:4]1[CH:13]=[CH:12][C:7]([C:8]([O:10][CH3:11])=[O:9])=[CH:6][CH:5]=1.[CH3:14][O:15][C:16]1[CH:17]=[CH:18][CH:19]=[C:20]2[C:25]=1[CH2:24][C:23](=O)[CH2:22][CH2:21]2.C(N(CC)C(C)C)(C)C.C(O[BH-](OC(=O)C)OC(=O)C)(=O)C.[Na+].C(=O)([O-])[O-].[K+].[K+]. (2) Given the product [CH3:34][O:33][C:27]1[CH:26]=[C:25]([CH:30]=[CH:29][C:28]=1[O:31][CH3:32])[C:24]([N:17]1[C:18]2[C:23](=[CH:22][CH:21]=[CH:20][CH:19]=2)[CH:14]([N:12]2[C:13]3[CH:1]=[CH:2][CH:3]=[CH:4][C:5]=3[C:6]3[C:11]2=[CH:10][CH:9]=[CH:8][CH:7]=3)[CH2:15][CH:16]1[CH2:36][CH2:37][CH2:38][CH2:39][CH2:40][O:41][C:46]1[CH:47]=[CH:48][C:43]([F:42])=[CH:44][CH:45]=1)=[O:35], predict the reactants needed to synthesize it. The reactants are: [CH:1]1[C:13]2[N:12]([CH:14]3[C:23]4[C:18](=[CH:19][CH:20]=[CH:21][CH:22]=4)[N:17]([C:24](=[O:35])[C:25]4[CH:30]=[CH:29][C:28]([O:31][CH3:32])=[C:27]([O:33][CH3:34])[CH:26]=4)[CH:16]([CH2:36][CH2:37][CH2:38][CH2:39][CH2:40][OH:41])[CH2:15]3)[C:11]3[C:6](=[CH:7][CH:8]=[CH:9][CH:10]=3)[C:5]=2[CH:4]=[CH:3][CH:2]=1.[F:42][C:43]1[CH:48]=[CH:47][C:46](O)=[CH:45][CH:44]=1.N(C(OCC)=O)=NC(OCC)=O.C1(P(C2C=CC=CC=2)C2C=CC=CC=2)C=CC=CC=1. (3) Given the product [F:18][C:2]([F:1])([C:6]1[CH:7]=[C:8]2[C:13](=[CH:14][CH:15]=1)[N:12]=[CH:11][C:10]([O:16][CH3:17])=[CH:9]2)[C:3]([NH:44][NH:43][C:32]1[C:31]([F:30])=[CH:36][C:35]([C:37]2[CH:38]=[N:39][N:40]([CH3:42])[CH:41]=2)=[CH:34][N:33]=1)=[O:5], predict the reactants needed to synthesize it. The reactants are: [F:1][C:2]([F:18])([C:6]1[CH:7]=[C:8]2[C:13](=[CH:14][CH:15]=1)[N:12]=[CH:11][C:10]([O:16][CH3:17])=[CH:9]2)[C:3]([OH:5])=O.S(Cl)(Cl)=O.C(N(CC)CC)C.[F:30][C:31]1[C:32]([NH:43][NH2:44])=[N:33][CH:34]=[C:35]([C:37]2[CH:38]=[N:39][N:40]([CH3:42])[CH:41]=2)[CH:36]=1. (4) Given the product [N:4]1[N:5]2[CH2:14][CH2:13][CH2:12][C:6]2=[CH:7][C:8]=1[C:9]([O-:11])=[O:10].[K+:2], predict the reactants needed to synthesize it. The reactants are: [OH-].[K+:2].[K].[N:4]1[N:5]2[CH2:14][CH2:13][CH2:12][C:6]2=[CH:7][C:8]=1[C:9]([O-:11])=[O:10].N1N2CCCC2=CC=1C(OCC)=O.N1N2CCCC2=C(C(OCC)=O)C=1. (5) Given the product [CH2:16]([CH:23]1[CH2:27][CH2:26][N:25]([C:2]2[C:11]3[C:6](=[CH:7][C:8]([O:14][CH3:15])=[C:9]([O:12][CH3:13])[CH:10]=3)[N:5]=[N:4][CH:3]=2)[CH2:24]1)[C:17]1[CH:22]=[CH:21][CH:20]=[CH:19][CH:18]=1, predict the reactants needed to synthesize it. The reactants are: Br[C:2]1[C:11]2[C:6](=[CH:7][C:8]([O:14][CH3:15])=[C:9]([O:12][CH3:13])[CH:10]=2)[N:5]=[N:4][CH:3]=1.[CH2:16]([CH:23]1[CH2:27][CH2:26][NH:25][CH2:24]1)[C:17]1[CH:22]=[CH:21][CH:20]=[CH:19][CH:18]=1.C1(C)C=CC=CC=1.CC1(C)C2C=CC=C(P(C3C=CC=CC=3)C3C=CC=CC=3)C=2OC2C1=CC=CC=2P(C1C=CC=CC=1)C1C=CC=CC=1.CC(C)([O-])C.[Na+]. (6) Given the product [Cl:48][C:35]1[CH:36]=[C:37]([NH:40][S:41]([C:44]([F:46])([F:47])[F:45])(=[O:43])=[O:42])[CH:38]=[CH:39][C:34]=1[C:32]1[N:33]=[C:29]([C:27]2[CH:26]=[CH:25][N:24]=[C:23]([NH:22][S:1]([C:4]([F:7])([F:6])[F:5])(=[O:3])=[O:2])[CH:28]=2)[S:30][CH:31]=1, predict the reactants needed to synthesize it. The reactants are: [S:1](O[S:1]([C:4]([F:7])([F:6])[F:5])(=[O:3])=[O:2])([C:4]([F:7])([F:6])[F:5])(=[O:3])=[O:2].N1C=CC=CC=1.[NH2:22][C:23]1[CH:28]=[C:27]([C:29]2[S:30][CH:31]=[C:32]([C:34]3[CH:39]=[CH:38][C:37]([NH:40][S:41]([C:44]([F:47])([F:46])[F:45])(=[O:43])=[O:42])=[CH:36][C:35]=3[Cl:48])[N:33]=2)[CH:26]=[CH:25][N:24]=1. (7) Given the product [CH:1]1([N:5]2[CH2:6][CH2:7][CH:8]([CH2:11][C:12]([OH:14])=[O:13])[CH2:9][CH2:10]2)[CH2:2][CH2:3][CH2:4]1, predict the reactants needed to synthesize it. The reactants are: [CH:1]1([N:5]2[CH2:10][CH2:9][CH:8]([CH2:11][C:12]([O:14]CC)=[O:13])[CH2:7][CH2:6]2)[CH2:4][CH2:3][CH2:2]1.Cl. (8) Given the product [CH3:47][C:40]1([CH3:48])[C:39]2[C:43](=[CH:44][CH:45]=[C:37]([C:6]3[N:2]([CH3:1])[C:3]([C:7]#[N:8])=[CH:4][CH:5]=3)[CH:38]=2)[NH:42][C:41]1=[O:46], predict the reactants needed to synthesize it. The reactants are: [CH3:1][N:2]1[CH:6]=[CH:5][CH:4]=[C:3]1[C:7]#[N:8].B(OC(C)C)(OC(C)C)OC(C)C.C([N-]C(C)C)(C)C.[Li+].C(=O)([O-])[O-].[Na+].[Na+].Br[C:37]1[CH:38]=[C:39]2[C:43](=[CH:44][CH:45]=1)[NH:42][C:41](=[O:46])[C:40]2([CH3:48])[CH3:47].